This data is from Catalyst prediction with 721,799 reactions and 888 catalyst types from USPTO. The task is: Predict which catalyst facilitates the given reaction. Reactant: [Cl:1][C:2]1[C:3]([N:12]2[CH2:15][C:14]([CH2:17][O:18][C:19]3[C:28]([CH:29]4[CH2:31][CH2:30]4)=[CH:27][C:22]([C:23]([O:25]C)=[O:24])=[C:21]([F:32])[CH:20]=3)([CH3:16])[CH2:13]2)=[N:4][CH:5]=[C:6]([C:8]([F:11])([F:10])[F:9])[CH:7]=1.O1CCCC1.O.[OH-].[Li+]. Product: [Cl:1][C:2]1[C:3]([N:12]2[CH2:13][C:14]([CH2:17][O:18][C:19]3[C:28]([CH:29]4[CH2:30][CH2:31]4)=[CH:27][C:22]([C:23]([OH:25])=[O:24])=[C:21]([F:32])[CH:20]=3)([CH3:16])[CH2:15]2)=[N:4][CH:5]=[C:6]([C:8]([F:10])([F:11])[F:9])[CH:7]=1. The catalyst class is: 6.